Predict which catalyst facilitates the given reaction. From a dataset of Catalyst prediction with 721,799 reactions and 888 catalyst types from USPTO. (1) Reactant: [CH2:1]([N:3]([CH3:16])[CH:4]=[N:5][C:6]1[CH:7]=[C:8]2[C:12](=[CH:13][CH:14]=1)[NH:11][CH:10]([CH3:15])[CH2:9]2)[CH3:2].C([O-])([O-])=O.[K+].[K+].[CH3:23][O:24][N:25]=[C:26]([CH2:29][O:30][C:31]1[CH:36]=[CH:35][CH:34]=[C:33]([C:37]([F:40])([F:39])[F:38])[CH:32]=1)[CH2:27]Br.O. Product: [CH2:1]([N:3]([CH3:16])[CH:4]=[N:5][C:6]1[CH:7]=[C:8]2[C:12](=[CH:13][CH:14]=1)[N:11]([CH2:27][C:26](=[N:25][O:24][CH3:23])[CH2:29][O:30][C:31]1[CH:36]=[CH:35][CH:34]=[C:33]([C:37]([F:39])([F:40])[F:38])[CH:32]=1)[CH:10]([CH3:15])[CH2:9]2)[CH3:2]. The catalyst class is: 3. (2) Reactant: [CH3:1][NH:2][N:3]=[CH:4][C:5](=[O:7])[CH3:6].[CH3:8][C:9]1[CH:10]=[C:11]([C:16](=O)[CH:17]=[O:18])[CH:12]=[CH:13][C:14]=1[CH3:15].C(Cl)(Cl)Cl.CCCCCC. Product: [CH3:8][C:9]1[CH:10]=[C:11]([C:16]2[N:2]([CH3:1])[N:3]=[C:4]([C:5](=[O:7])[CH3:6])[C:17]=2[OH:18])[CH:12]=[CH:13][C:14]=1[CH3:15]. The catalyst class is: 15. (3) Reactant: Br[C:2]1[CH:7]=[CH:6][C:5]([NH:8][C:9]([C:11]2[N:12]([CH2:18][O:19][CH2:20][CH2:21][Si:22]([CH3:25])([CH3:24])[CH3:23])[CH:13]=[C:14]([C:16]#[N:17])[N:15]=2)=[O:10])=[C:4]([C:26]2[CH2:31][CH2:30][CH2:29][CH2:28][CH:27]=2)[CH:3]=1.[B:32]1([B:32]2[O:37][CH2:36][C:35]([CH3:39])([CH3:38])[CH2:34][O:33]2)[O:37][CH2:36][C:35]([CH3:39])([CH3:38])[CH2:34][O:33]1.CC([O-])=O.[K+].CCOC(C)=O. Product: [C:26]1([C:4]2[CH:3]=[C:2]([B:32]3[O:37][CH2:36][C:35]([CH3:39])([CH3:38])[CH2:34][O:33]3)[CH:7]=[CH:6][C:5]=2[NH:8][C:9]([C:11]2[N:12]([CH2:18][O:19][CH2:20][CH2:21][Si:22]([CH3:23])([CH3:25])[CH3:24])[CH:13]=[C:14]([C:16]#[N:17])[N:15]=2)=[O:10])[CH2:31][CH2:30][CH2:29][CH2:28][CH:27]=1. The catalyst class is: 75. (4) Reactant: [CH3:1][C:2]1[NH:6][N:5]=[C:4]([C:7]([F:10])([F:9])[F:8])[CH:3]=1.C([O-])(=O)C.[Na+].[Br:16]Br.S([O-])([O-])=O.[Na+].[Na+]. Product: [Br:16][C:3]1[C:4]([C:7]([F:10])([F:9])[F:8])=[N:5][NH:6][C:2]=1[CH3:1]. The catalyst class is: 342. (5) Reactant: Cl.[NH2:2][C:3]1([C:6]([O:8][CH3:9])=[O:7])[CH2:5][CH2:4]1.C(N(CC)CC)C.ClCCl.[F:20][C:21]1[CH:26]=[CH:25][C:24]([S:27](Cl)(=[O:29])=[O:28])=[CH:23][CH:22]=1. Product: [F:20][C:21]1[CH:26]=[CH:25][C:24]([S:27]([NH:2][C:3]2([C:6]([O:8][CH3:9])=[O:7])[CH2:5][CH2:4]2)(=[O:29])=[O:28])=[CH:23][CH:22]=1. The catalyst class is: 6. (6) Reactant: Br[C:2]1[N:7]=[C:6]([C:8]#N)[C:5]([OH:10])=[C:4]([O:11][CH3:12])[CH:3]=1.[OH-:13].[K+].[OH2:15]. Product: [OH:10][C:5]1[C:6]([C:8]([OH:15])=[O:13])=[N:7][CH:2]=[CH:3][C:4]=1[O:11][CH3:12]. The catalyst class is: 401. (7) Reactant: [CH3:1][N:2]1[CH2:10][C:9]2[C:8]3[CH:11]=[CH:12][C:13]([C:15]([C:17]4[N:18]=[CH:19][N:20]([C:22]([C:35]5[CH:40]=[CH:39][CH:38]=[CH:37][CH:36]=5)([C:29]5[CH:34]=[CH:33][CH:32]=[CH:31][CH:30]=5)[C:23]5[CH:28]=[CH:27][CH:26]=[CH:25][CH:24]=5)[CH:21]=4)=[O:16])=[CH:14][C:7]=3[CH:6]=[CH:5][C:4]=2[C:3]1=[O:41].[CH3:42][Mg]Br.[Cl-].[NH4+]. Product: [OH:16][C:15]([C:13]1[CH:12]=[CH:11][C:8]2[C:9]3[CH2:10][N:2]([CH3:1])[C:3](=[O:41])[C:4]=3[CH:5]=[CH:6][C:7]=2[CH:14]=1)([C:17]1[N:18]=[CH:19][N:20]([C:22]([C:29]2[CH:30]=[CH:31][CH:32]=[CH:33][CH:34]=2)([C:23]2[CH:28]=[CH:27][CH:26]=[CH:25][CH:24]=2)[C:35]2[CH:36]=[CH:37][CH:38]=[CH:39][CH:40]=2)[CH:21]=1)[CH3:42]. The catalyst class is: 1.